From a dataset of Forward reaction prediction with 1.9M reactions from USPTO patents (1976-2016). Predict the product of the given reaction. (1) Given the reactants [F:1][C:2]1[CH:10]=[C:9]([OH:11])[CH:8]=[CH:7][C:3]=1[C:4]([OH:6])=O.[CH2:12]([N:16]1[C:24]2[N:23]=[C:22]([Cl:25])[NH:21][C:20]=2[C:19](=[O:26])[N:18]([CH2:27][CH2:28][CH2:29][CH2:30][C:31](=[NH:34])[NH:32]O)[C:17]1=[O:35])[CH2:13][CH2:14][CH3:15], predict the reaction product. The product is: [CH2:12]([N:16]1[C:24]2[N:23]=[C:22]([Cl:25])[NH:21][C:20]=2[C:19](=[O:26])[N:18]([CH2:27][CH2:28][CH2:29][CH2:30][C:31]2[N:32]=[C:4]([C:3]3[CH:7]=[CH:8][C:9]([OH:11])=[CH:10][C:2]=3[F:1])[O:6][N:34]=2)[C:17]1=[O:35])[CH2:13][CH2:14][CH3:15]. (2) Given the reactants [C:1]([NH:5][S:6]([C:9]1[CH:14]=[CH:13][CH:12]=[CH:11][C:10]=1[C:15]1[CH:20]=[CH:19][C:18]([CH2:21]Br)=[CH:17][CH:16]=1)(=[O:8])=[O:7])([CH3:4])([CH3:3])[CH3:2].[CH2:23]([NH2:30])[CH2:24][CH2:25][CH2:26][CH2:27][CH2:28][CH3:29].C(=O)([O-])[O-].[K+].[K+].CN(C)C=O, predict the reaction product. The product is: [C:1]([NH:5][S:6]([C:9]1[CH:14]=[CH:13][CH:12]=[CH:11][C:10]=1[C:15]1[CH:20]=[CH:19][C:18]([CH2:21][NH:30][CH2:23][CH2:24][CH2:25][CH2:26][CH2:27][CH2:28][CH3:29])=[CH:17][CH:16]=1)(=[O:8])=[O:7])([CH3:4])([CH3:3])[CH3:2]. (3) Given the reactants [CH3:1][C:2]1([CH3:41])[O:6][C@@H:5]([CH2:7][CH2:8][NH:9][C:10]([CH:12]2[CH:16]([C:17]3[CH:22]=[CH:21][CH:20]=[C:19]([Cl:23])[C:18]=3[F:24])[C:15]([C:27]3[CH:32]=[CH:31][C:30]([Cl:33])=[CH:29][C:28]=3[F:34])([C:25]#[N:26])[CH:14]([CH2:35][C:36]([CH3:40])([CH3:39])[CH:37]=[CH2:38])[NH:13]2)=[O:11])[CH2:4][O:3]1, predict the reaction product. The product is: [CH3:1][C:2]1([CH3:41])[O:6][C@@H:5]([CH2:7][CH2:8][NH:9][C:10]([CH:12]2[CH:16]([C:17]3[CH:22]=[CH:21][CH:20]=[C:19]([Cl:23])[C:18]=3[F:24])[C:15]([C:27]3[CH:32]=[CH:31][C:30]([Cl:33])=[CH:29][C:28]=3[F:34])([C:25]#[N:26])[CH:14]([CH2:35][C:36]([CH3:40])([CH3:39])[CH2:37][CH3:38])[NH:13]2)=[O:11])[CH2:4][O:3]1. (4) Given the reactants [CH3:1][S:2][C:3]1[NH:7][C:6]2[CH:8]=[CH:9][CH:10]=[CH:11][C:5]=2[N:4]=1.Cl[C:13]1([C:19]([O:21][CH3:22])=[O:20])[C:17](=[O:18])[CH:16]=[CH:15][S:14]1.C(O)(=O)C.ClCCl, predict the reaction product. The product is: [OH:18][C:17]1[CH:16]=[C:15]([N:7]2[C:6]3[CH:8]=[CH:9][CH:10]=[CH:11][C:5]=3[N:4]=[C:3]2[S:2][CH3:1])[S:14][C:13]=1[C:19]([O:21][CH3:22])=[O:20]. (5) The product is: [F:11][C:12]1[CH:13]=[C:14]([C:15]2[O:1][N:2]=[C:3]([C:4]3[CH:5]=[N:6][CH:7]=[CH:8][CH:9]=3)[N:10]=2)[CH:18]=[CH:19][CH:20]=1. Given the reactants [OH:1][N:2]=[C:3]([NH2:10])[C:4]1[CH:9]=[CH:8][CH:7]=[N:6][CH:5]=1.[F:11][C:12]1[CH:13]=[C:14]([CH:18]=[CH:19][CH:20]=1)[C:15](O)=O.N, predict the reaction product. (6) Given the reactants [CH:1]([C:3]1[C:8]([C:9]([O:11][CH2:12][CH3:13])=[O:10])=[C:7]([O:14][CH3:15])[C:6]([O:16][CH3:17])=[CH:5][CH:4]=1)=[O:2].P([O-])(O)(O)=[O:19].[Na+].CC(=CC)C.Cl([O-])=O.[Na+], predict the reaction product. The product is: [CH2:12]([O:11][C:9]([C:8]1[C:7]([O:14][CH3:15])=[C:6]([O:16][CH3:17])[CH:5]=[CH:4][C:3]=1[C:1]([OH:19])=[O:2])=[O:10])[CH3:13]. (7) Given the reactants [O:1]1[CH2:6][CH2:5][CH:4]([NH2:7])[CH2:3][CH2:2]1.Cl[C:9]1[CH:10]=[C:11]([N:28]([CH:38]2[CH2:40][CH2:39]2)[CH2:29][C:30]2[CH:35]=[CH:34][C:33]([O:36][CH3:37])=[CH:32][CH:31]=2)[C:12]2[N:13]([C:15]([C:18]([NH:20][C:21]3[CH:26]=[CH:25][N:24]=[C:23]([Cl:27])[CH:22]=3)=[O:19])=[CH:16][N:17]=2)[N:14]=1, predict the reaction product. The product is: [Cl:27][C:23]1[CH:22]=[C:21]([NH:20][C:18]([C:15]2[N:13]3[N:14]=[C:9]([NH:7][CH:4]4[CH2:5][CH2:6][O:1][CH2:2][CH2:3]4)[CH:10]=[C:11]([N:28]([CH:38]4[CH2:39][CH2:40]4)[CH2:29][C:30]4[CH:35]=[CH:34][C:33]([O:36][CH3:37])=[CH:32][CH:31]=4)[C:12]3=[N:17][CH:16]=2)=[O:19])[CH:26]=[CH:25][N:24]=1. (8) Given the reactants COC[O:4][C:5]1[CH:6]=[C:7]([C:16]2[N:17]=[C:18]3[C:24]([C:25](=[O:30])[C:26]([CH3:29])([CH3:28])[CH3:27])=[CH:23][N:22]([CH2:31][O:32][CH2:33][CH2:34][Si:35]([CH3:38])([CH3:37])[CH3:36])[C:19]3=[N:20][CH:21]=2)[CH:8]=[C:9]([N:11]2[CH2:15][CH2:14][CH2:13][CH2:12]2)[CH:10]=1.Cl.C(OCC)(=O)C.C([O-])([O-])=O.[Na+].[Na+], predict the reaction product. The product is: [OH:4][C:5]1[CH:6]=[C:7]([C:16]2[N:17]=[C:18]3[C:24]([C:25](=[O:30])[C:26]([CH3:29])([CH3:27])[CH3:28])=[CH:23][N:22]([CH2:31][O:32][CH2:33][CH2:34][Si:35]([CH3:38])([CH3:37])[CH3:36])[C:19]3=[N:20][CH:21]=2)[CH:8]=[C:9]([N:11]2[CH2:15][CH2:14][CH2:13][CH2:12]2)[CH:10]=1. (9) Given the reactants Cl[C:2]1[N:7]=[C:6]2[N:8]([CH3:16])[C:9](=[O:15])[N:10]([CH2:11][CH:12]3[CH2:14][CH2:13]3)[C:5]2=[CH:4][CH:3]=1.[CH3:17]C(C1C=C(C(C)C)C(C2C=CC=CC=2P(C2CCCCC2)C2CCCCC2)=C(C(C)C)C=1)C.[Br-].[CH2:52]([O:54][C:55](=[O:59])[CH2:56][CH2:57][Zn+])C.C1COCC1, predict the reaction product. The product is: [CH3:17][C:12]([CH3:13])([CH3:14])[CH2:11][N:10]1[C:5]2[C:6](=[N:7][C:2]([CH2:57][CH2:56][C:55]([O:54][CH3:52])=[O:59])=[CH:3][CH:4]=2)[N:8]([CH3:16])[C:9]1=[O:15]. (10) Given the reactants [C:1]([O:5][CH:6]([C:12]1[C:16]([C:17]2[CH:22]([CH3:23])[CH2:21][CH2:20][CH2:19][C:18]=2[CH3:24])=[C:15]([CH3:25])[S:14][C:13]=1[CH3:26])[C:7]([O:9]CC)=[O:8])([CH3:4])([CH3:3])[CH3:2].C(OC(C1C(C2CCC(C)(C)CC=2)=C(C)SC=1C)C(O)=O)(C)(C)C, predict the reaction product. The product is: [C:1]([O:5][CH:6]([C:12]1[C:16]([C:17]2[CH:22]([CH3:23])[CH2:21][CH2:20][CH2:19][C:18]=2[CH3:24])=[C:15]([CH3:25])[S:14][C:13]=1[CH3:26])[C:7]([OH:9])=[O:8])([CH3:3])([CH3:4])[CH3:2].